Dataset: Forward reaction prediction with 1.9M reactions from USPTO patents (1976-2016). Task: Predict the product of the given reaction. (1) Given the reactants N1C=CC=CC=1.[C:7](O[C:7](=[O:11])[CH:8]([CH3:10])[CH3:9])(=[O:11])[CH:8]([CH3:10])[CH3:9].CN(C1C=CC=CN=1)C.[CH:27]([C@@H:30]1[CH2:34][C@@H:33]([C@@H:35]([N:57]=[N+:58]=[N-:59])[CH2:36][C@@H:37]([CH:54]([CH3:56])[CH3:55])[CH:38]([OH:53])[C:39]2[CH:44]=[CH:43][C:42]([O:45][CH3:46])=[C:41]([CH2:47][CH2:48][O:49][CH2:50][O:51][CH3:52])[CH:40]=2)[O:32][C:31]1=[O:60])([CH3:29])[CH3:28], predict the reaction product. The product is: [CH:27]([C@@H:30]1[CH2:34][C@@H:33]([C@@H:35]([N:57]=[N+:58]=[N-:59])[CH2:36][C@@H:37]([CH:54]([CH3:55])[CH3:56])[CH:38]([O:53][C:7](=[O:11])[CH:8]([CH3:10])[CH3:9])[C:39]2[CH:44]=[CH:43][C:42]([O:45][CH3:46])=[C:41]([CH2:47][CH2:48][O:49][CH2:50][O:51][CH3:52])[CH:40]=2)[O:32][C:31]1=[O:60])([CH3:28])[CH3:29]. (2) The product is: [O:1]1[C:5]2[C:6]([CH2:10][OH:11])=[CH:7][CH:8]=[CH:9][C:4]=2[CH2:3][CH2:2]1. Given the reactants [O:1]1[C:5]2[C:6]([CH:10]=[O:11])=[CH:7][CH:8]=[CH:9][C:4]=2[CH2:3][CH2:2]1.[BH4-].[Na+].[Cl-].[NH4+], predict the reaction product. (3) Given the reactants [Br:1][C:2]1[CH:7]=[CH:6][C:5]([OH:8])=[CH:4][CH:3]=1.[CH3:9][S:10][CH2:11][CH2:12][CH2:13]O.C(P(CCCC)CCCC)CCC.N(C(N1CCCCC1)=O)=NC(N1CCCCC1)=O, predict the reaction product. The product is: [Br:1][C:2]1[CH:7]=[CH:6][C:5]([O:8][CH2:13][CH2:12][CH2:11][S:10][CH3:9])=[CH:4][CH:3]=1. (4) Given the reactants C([SiH](CC)CC)C.[N+:8]([C:11]1[CH:19]=[CH:18][CH:17]=[C:16]2[C:12]=1[C:13]([C:20](=O)[CH2:21][CH2:22][C:23]([O:25][CH2:26][CH3:27])=[O:24])=[CH:14][NH:15]2)([O-:10])=[O:9], predict the reaction product. The product is: [N+:8]([C:11]1[CH:19]=[CH:18][CH:17]=[C:16]2[C:12]=1[CH:13]([CH2:20][CH2:21][CH2:22][C:23]([O:25][CH2:26][CH3:27])=[O:24])[CH2:14][NH:15]2)([O-:10])=[O:9]. (5) Given the reactants C(N(CC)CC)C.N1C=CC=CC=1.[CH2:14]([O:16][C:17]([C:19]1[NH:20][C:21]2[C:26]([C:27]=1[C:28]1[CH:33]=[CH:32][C:31]([O:34][CH:35]([CH3:37])[CH3:36])=[CH:30][CH:29]=1)=[CH:25][C:24]([C:38]1[CH:43]=[CH:42][C:41]([C:44]([CH3:47])([CH3:46])[CH3:45])=[CH:40][CH:39]=1)=[CH:23][CH:22]=2)=[O:18])[CH3:15].[CH:48]([O:51][C:52]1[CH:57]=[CH:56][C:55](B(O)O)=[CH:54][CH:53]=1)([CH3:50])[CH3:49], predict the reaction product. The product is: [CH2:14]([O:16][C:17]([C:19]1[N:20]([C:55]2[CH:56]=[CH:57][C:52]([O:51][CH:48]([CH3:50])[CH3:49])=[CH:53][CH:54]=2)[C:21]2[C:26]([C:27]=1[C:28]1[CH:33]=[CH:32][C:31]([O:34][CH:35]([CH3:36])[CH3:37])=[CH:30][CH:29]=1)=[CH:25][C:24]([C:38]1[CH:43]=[CH:42][C:41]([C:44]([CH3:47])([CH3:46])[CH3:45])=[CH:40][CH:39]=1)=[CH:23][CH:22]=2)=[O:18])[CH3:15]. (6) Given the reactants O[C:2]1[C:11]2[C:6](=[CH:7][CH:8]=[CH:9][CH:10]=2)[C:5]([N+:12]([O-:14])=[O:13])=[CH:4][N:3]=1.[Cl:15]CCCl.CC(O)C, predict the reaction product. The product is: [Cl:15][C:2]1[C:11]2[C:6](=[CH:7][CH:8]=[CH:9][CH:10]=2)[C:5]([N+:12]([O-:14])=[O:13])=[CH:4][N:3]=1. (7) Given the reactants C[C:2]([C:4]1[CH:9]=[C:8]([O:10][CH3:11])[CH:7]=[C:6](OC)[CH:5]=1)=O.O[C:15]1[CH2:19][O:18][C:17](=[O:20])[CH:16]=1.[CH2:21]1[O:30][C:29]2[CH:28]=[CH:27][C:25]([NH2:26])=[CH:24][C:23]=2[O:22]1, predict the reaction product. The product is: [CH2:21]1[O:30][C:29]2=[CH:28][C:27]3[CH:2]([C:4]4[CH:5]=[CH:6][CH:7]=[C:8]([O:10][CH3:11])[CH:9]=4)[C:16]4[C:17](=[O:20])[O:18][CH2:19][C:15]=4[NH:26][C:25]=3[CH:24]=[C:23]2[O:22]1. (8) Given the reactants [Si]([O:8][C:9]1[C:17]2[N:16]=[C:15]([CH:18]([F:20])[F:19])[N:14]([C:21]3[N:26]=[C:25]([N:27]4[CH2:32][CH2:31][O:30][CH2:29][CH2:28]4)[N:24]=[C:23]([N:33]4[CH2:38][CH2:37][N:36]([C:39]([O:41][C:42]([CH3:45])([CH3:44])[CH3:43])=[O:40])[CH2:35][CH2:34]4)[N:22]=3)[C:13]=2[CH:12]=[CH:11][CH:10]=1)(C(C)(C)C)(C)C.[F-].C([N+](CCCC)(CCCC)CCCC)CCC, predict the reaction product. The product is: [F:20][CH:18]([F:19])[C:15]1[N:14]([C:21]2[N:26]=[C:25]([N:27]3[CH2:28][CH2:29][O:30][CH2:31][CH2:32]3)[N:24]=[C:23]([N:33]3[CH2:38][CH2:37][N:36]([C:39]([O:41][C:42]([CH3:45])([CH3:43])[CH3:44])=[O:40])[CH2:35][CH2:34]3)[N:22]=2)[C:13]2[CH:12]=[CH:11][CH:10]=[C:9]([OH:8])[C:17]=2[N:16]=1. (9) Given the reactants [CH:1]([S:4][C:5](=[N:12][C:13]1[CH:18]=[CH:17][CH:16]=[CH:15][CH:14]=1)[CH2:6][CH2:7][Si](C)(C)C)([CH3:3])[CH3:2].[C:13]1([N:12]=[C:5]([S:4][CH:1]([CH3:2])[CH3:3])[CH2:6][CH3:7])[CH:14]=[CH:15][CH:16]=[CH:17][CH:18]=1.C(=O)([O-])[O-].[K+].[K+].[Cl-].[Na+], predict the reaction product. The product is: [C:13]1([N:12]=[C:5]([S:4][CH:1]([CH3:2])[CH3:3])[CH2:6][CH3:7])[CH:18]=[CH:17][CH:16]=[CH:15][CH:14]=1.